From a dataset of Full USPTO retrosynthesis dataset with 1.9M reactions from patents (1976-2016). Predict the reactants needed to synthesize the given product. The reactants are: O[C:2]([C:10]1[CH:15]=[CH:14][C:13]([CH:16]2[CH2:20][CH2:19][CH2:18][CH2:17]2)=[CH:12][CH:11]=1)([CH3:9])[CH2:3][C:4]([O:6][CH2:7][CH3:8])=[O:5].C1(C)C=CC(S(O)(=O)=O)=CC=1. Given the product [CH:16]1([C:13]2[CH:12]=[CH:11][C:10]([C:2]([CH3:9])=[CH:3][C:4]([O:6][CH2:7][CH3:8])=[O:5])=[CH:15][CH:14]=2)[CH2:17][CH2:18][CH2:19][CH2:20]1, predict the reactants needed to synthesize it.